From a dataset of Catalyst prediction with 721,799 reactions and 888 catalyst types from USPTO. Predict which catalyst facilitates the given reaction. (1) Reactant: [CH3:1][O:2][C:3]1[CH:4]=[C:5]([O:23][C:24]2[CH:25]=[N:26][C:27]([CH2:30][O:31][CH3:32])=[CH:28][CH:29]=2)[CH:6]=[C:7]2[C:11]=1[NH:10][C:9]([C:12]1[S:13][CH:14]([CH2:17][C:18]([O:20]CC)=[O:19])[CH2:15][N:16]=1)=[CH:8]2.[OH-].[Na+]. Product: [CH3:1][O:2][C:3]1[CH:4]=[C:5]([O:23][C:24]2[CH:25]=[N:26][C:27]([CH2:30][O:31][CH3:32])=[CH:28][CH:29]=2)[CH:6]=[C:7]2[C:11]=1[NH:10][C:9]([C:12]1[S:13][CH:14]([CH2:17][C:18]([OH:20])=[O:19])[CH2:15][N:16]=1)=[CH:8]2. The catalyst class is: 214. (2) Product: [ClH:1].[N:2]12[CH2:7][CH2:6][CH:5]([CH2:8][CH2:9]1)[CH:4]([CH2:10][C:11]([NH:33][C:31]1[S:32][C:28]3[CH:27]=[C:26]([Br:25])[CH:35]=[CH:34][C:29]=3[CH:30]=1)=[O:13])[CH2:3]2. The catalyst class is: 618. Reactant: [ClH:1].[N:2]12[CH2:9][CH2:8][CH:5]([CH2:6][CH2:7]1)[CH:4]([CH2:10][C:11]([O:13]C1C(F)=C(F)C(F)=C(F)C=1F)=O)[CH2:3]2.[Br:25][C:26]1[CH:35]=[CH:34][C:29]2[CH:30]=[C:31]([NH2:33])[S:32][C:28]=2[CH:27]=1.C(=O)([O-])[O-].Cl. (3) Reactant: Cl.[Cl:2][C:3]1[C:7]([Cl:8])=[C:6]([CH3:9])[NH:5][C:4]=1[C:10]([NH:12][CH:13]1[CH2:18][CH2:17][NH:16][CH2:15][CH2:14]1)=[O:11].Cl[C:20]1[C:29]2[C:24](=[CH:25][CH:26]=[C:27]([Cl:30])[CH:28]=2)[N:23]=[C:22]([C:31]([O:33][CH3:34])=[O:32])[CH:21]=1.C(N(C(C)C)CC)(C)C. Product: [Cl:30][C:27]1[CH:28]=[C:29]2[C:24](=[CH:25][CH:26]=1)[N:23]=[C:22]([C:31]([O:33][CH3:34])=[O:32])[CH:21]=[C:20]2[N:16]1[CH2:17][CH2:18][CH:13]([NH:12][C:10]([C:4]2[NH:5][C:6]([CH3:9])=[C:7]([Cl:8])[C:3]=2[Cl:2])=[O:11])[CH2:14][CH2:15]1. The catalyst class is: 31. (4) Reactant: [CH2:1]([CH:3]([C:6]1[C:11]2[N:12]([CH3:16])[C:13](=O)[NH:14][C:10]=2[C:9]([C:17]([O:19][CH3:20])=[O:18])=[CH:8][CH:7]=1)[CH2:4][CH3:5])[CH3:2].P(Cl)(Cl)([Cl:23])=O. The catalyst class is: 11. Product: [Cl:23][C:13]1[N:12]([CH3:16])[C:11]2[C:6]([CH:3]([CH2:4][CH3:5])[CH2:1][CH3:2])=[CH:7][CH:8]=[C:9]([C:17]([O:19][CH3:20])=[O:18])[C:10]=2[N:14]=1. (5) Reactant: [O:1]=[CH:2][CH:3]=[C:4]1[CH2:7][N:6]([C:8]([O:10][C:11]([CH3:14])([CH3:13])[CH3:12])=[O:9])[CH2:5]1.N1CCCCC1.[C:21]([OH:24])(=[S:23])[CH3:22]. Product: [C:21]([S:23][C:4]1([CH2:3][CH:2]=[O:1])[CH2:7][N:6]([C:8]([O:10][C:11]([CH3:14])([CH3:13])[CH3:12])=[O:9])[CH2:5]1)(=[O:24])[CH3:22]. The catalyst class is: 1. (6) Reactant: [F:1][CH:2]([F:34])[O:3][C:4]1[CH:9]=[CH:8][C:7]([NH:10][C:11]2[N:12]=[N:13][C:14]([CH2:17][CH2:18][C:19]3[CH:20]=[C:21]4[C:25](=[CH:26][CH:27]=3)[N:24](C3CCCCO3)[N:23]=[CH:22]4)=[CH:15][CH:16]=2)=[CH:6][CH:5]=1.C(O)(C(F)(F)F)=O. The catalyst class is: 2. Product: [NH:24]1[C:25]2[C:21](=[CH:20][C:19]([CH2:18][CH2:17][C:14]3[N:13]=[N:12][C:11]([NH:10][C:7]4[CH:8]=[CH:9][C:4]([O:3][CH:2]([F:34])[F:1])=[CH:5][CH:6]=4)=[CH:16][CH:15]=3)=[CH:27][CH:26]=2)[CH:22]=[N:23]1.